This data is from Reaction yield outcomes from USPTO patents with 853,638 reactions. The task is: Predict the reaction yield, written as a fraction of the theoretical maximum amount of product (1.0 means a 100% yield; for example, 0.34 means a 34% yield). The reactants are [CH:1](=[N:8]/[C:9]1[CH:17]=[CH:16][CH:15]=[C:14]2[C:10]=1[CH2:11][O:12][C:13]2=[O:18])\[C:2]1[CH:7]=[CH:6][CH:5]=[CH:4][CH:3]=1.[CH3:19][N:20]1[C:24]([CH:25]=O)=[N:23][CH:22]=[N:21]1.[CH3:27][CH2:28][O-:29].[Na+]. The catalyst is C(OCC)(=O)CC. The product is [CH3:19][N:20]1[C:24]([CH:25]2[C:28](=[O:29])[C:27]3[C:14]([C:13]([O:12][CH2:11][CH3:10])=[O:18])=[CH:15][CH:16]=[CH:17][C:9]=3[NH:8][CH:1]2[C:2]2[CH:3]=[CH:4][CH:5]=[CH:6][CH:7]=2)=[N:23][CH:22]=[N:21]1. The yield is 0.140.